From a dataset of NCI-60 drug combinations with 297,098 pairs across 59 cell lines. Regression. Given two drug SMILES strings and cell line genomic features, predict the synergy score measuring deviation from expected non-interaction effect. (1) Drug 1: C1=CC(=CC=C1CCCC(=O)O)N(CCCl)CCCl. Drug 2: C1=NNC2=C1C(=O)NC=N2. Cell line: HOP-92. Synergy scores: CSS=19.3, Synergy_ZIP=-11.2, Synergy_Bliss=-11.3, Synergy_Loewe=-15.3, Synergy_HSA=-9.73. (2) Synergy scores: CSS=51.6, Synergy_ZIP=-1.12, Synergy_Bliss=-0.00589, Synergy_Loewe=-9.28, Synergy_HSA=1.33. Drug 1: CC1CCC2CC(C(=CC=CC=CC(CC(C(=O)C(C(C(=CC(C(=O)CC(OC(=O)C3CCCCN3C(=O)C(=O)C1(O2)O)C(C)CC4CCC(C(C4)OC)OCCO)C)C)O)OC)C)C)C)OC. Drug 2: CCC1(C2=C(COC1=O)C(=O)N3CC4=CC5=C(C=CC(=C5CN(C)C)O)N=C4C3=C2)O.Cl. Cell line: UACC62. (3) Drug 1: C1=C(C(=O)NC(=O)N1)N(CCCl)CCCl. Drug 2: C1CC(=O)NC(=O)C1N2C(=O)C3=CC=CC=C3C2=O. Cell line: EKVX. Synergy scores: CSS=17.4, Synergy_ZIP=7.04, Synergy_Bliss=12.0, Synergy_Loewe=5.65, Synergy_HSA=10.0. (4) Drug 2: CC=C1C(=O)NC(C(=O)OC2CC(=O)NC(C(=O)NC(CSSCCC=C2)C(=O)N1)C(C)C)C(C)C. Drug 1: CC12CCC(CC1=CCC3C2CCC4(C3CC=C4C5=CN=CC=C5)C)O. Synergy scores: CSS=40.5, Synergy_ZIP=1.91, Synergy_Bliss=2.85, Synergy_Loewe=-36.6, Synergy_HSA=2.16. Cell line: NCI-H322M. (5) Drug 1: C1C(C(OC1N2C=NC3=C(N=C(N=C32)Cl)N)CO)O. Drug 2: CCC(=C(C1=CC=CC=C1)C2=CC=C(C=C2)OCCN(C)C)C3=CC=CC=C3.C(C(=O)O)C(CC(=O)O)(C(=O)O)O. Cell line: OVCAR-8. Synergy scores: CSS=44.1, Synergy_ZIP=0.546, Synergy_Bliss=-1.96, Synergy_Loewe=-20.8, Synergy_HSA=-1.60.